From a dataset of Forward reaction prediction with 1.9M reactions from USPTO patents (1976-2016). Predict the product of the given reaction. (1) Given the reactants Cl[C:2]1[N:11]=[C:10]([NH:12][CH3:13])[C:9]2[C:4](=[CH:5][C:6]([C:14]3[CH:15]=[N:16][CH:17]=[CH:18][CH:19]=3)=[CH:7][CH:8]=2)[N:3]=1.[N:20]1[CH:25]=[CH:24][CH:23]=[C:22](B(O)O)[CH:21]=1.C(=O)([O-])[O-].[K+].[K+].O, predict the reaction product. The product is: [CH3:13][NH:12][C:10]1[C:9]2[C:4](=[CH:5][C:6]([C:14]3[CH:15]=[N:16][CH:17]=[CH:18][CH:19]=3)=[CH:7][CH:8]=2)[N:3]=[C:2]([C:22]2[CH:21]=[N:20][CH:25]=[CH:24][CH:23]=2)[N:11]=1. (2) Given the reactants Br[C:2]1[CH:7]=[C:6](Br)[CH:5]=[CH:4][C:3]=1[C:9]([N:11]1[CH2:16][CH2:15][N:14]([C:17]2[C:22]([CH3:23])=[CH:21][C:20]([CH3:24])=[CH:19][N:18]=2)[CH2:13][CH2:12]1)=[O:10].C([N:28]1[CH2:32][CH2:31][NH:30][C:29]1=[O:33])(=O)C, predict the reaction product. The product is: [O:33]=[C:29]1[NH:30][CH2:31][CH2:32][N:28]1[C:2]1[CH:7]=[C:6]([N:30]2[CH2:31][CH2:32][NH:28][C:29]2=[O:33])[CH:5]=[CH:4][C:3]=1[C:9]([N:11]1[CH2:16][CH2:15][N:14]([C:17]2[C:22]([CH3:23])=[CH:21][C:20]([CH3:24])=[CH:19][N:18]=2)[CH2:13][CH2:12]1)=[O:10].